This data is from Full USPTO retrosynthesis dataset with 1.9M reactions from patents (1976-2016). The task is: Predict the reactants needed to synthesize the given product. (1) The reactants are: [F:1][C:2]([F:15])([F:14])[S:3]([O:6]S(C(F)(F)F)(=O)=O)(=[O:5])=[O:4].[CH3:16][O:17][C:18]1[C:26]2[O:25][CH2:24][C:23](=O)[C:22]=2[CH:21]=[CH:20][CH:19]=1.C(N(CC)CC)C.C([O-])(O)=O.[Na+]. Given the product [F:1][C:2]([F:15])([F:14])[S:3]([O:6][C:23]1[C:22]2[CH:21]=[CH:20][CH:19]=[C:18]([O:17][CH3:16])[C:26]=2[O:25][CH:24]=1)(=[O:5])=[O:4], predict the reactants needed to synthesize it. (2) The reactants are: [Cl:1][C:2]1[CH:18]=[CH:17][C:5]([CH2:6][O:7][CH2:8][C:9]2[O:13][N:12]=[C:11]([C:14]([OH:16])=O)[CH:10]=2)=[CH:4][C:3]=1[F:19].Cl.[O:21]1[CH2:25][CH2:24][CH:23]([CH2:26][NH2:27])[CH2:22]1.C(N(CC)CC)C.ON1C2C=CC=CC=2N=N1.Cl.C(N=C=NCCCN(C)C)C. Given the product [O:21]1[CH2:25][CH2:24][CH:23]([CH2:26][NH:27][C:14]([C:11]2[CH:10]=[C:9]([CH2:8][O:7][CH2:6][C:5]3[CH:17]=[CH:18][C:2]([Cl:1])=[C:3]([F:19])[CH:4]=3)[O:13][N:12]=2)=[O:16])[CH2:22]1, predict the reactants needed to synthesize it. (3) Given the product [NH2:10][C@H:11]([CH2:19][C:20]1[CH:21]=[CH:22][C:23]([CH2:26][F:27])=[CH:24][CH:25]=1)[C:12]([OH:14])=[O:13], predict the reactants needed to synthesize it. The reactants are: N#N.C(OC([NH:10][C@H:11]([CH2:19][C:20]1[CH:25]=[CH:24][C:23]([CH2:26][F:27])=[CH:22][CH:21]=1)[C:12]([O:14]C(C)(C)C)=[O:13])=O)(C)(C)C.C(O)(C(F)(F)F)=O. (4) Given the product [NH2:18][CH2:17][CH2:16][NH:19][C:3](=[O:15])[C@@H:4]([NH:5][C:6](=[O:7])[O:8][C:9]([CH3:10])([CH3:11])[CH3:12])[CH2:13][OH:14], predict the reactants needed to synthesize it. The reactants are: CO[C:3](=[O:15])[C@H:4]([CH2:13][OH:14])[NH:5][C:6]([O:8][C:9]([CH3:12])([CH3:11])[CH3:10])=[O:7].[CH2:16]([NH2:19])[CH2:17][NH2:18]. (5) Given the product [C:32]([O:31][C:29]([N:18]1[CH2:19][C@@H:20]([C:21]2[CH:26]=[CH:25][C:24]([Cl:27])=[C:23]([Cl:28])[CH:22]=2)[C@H:16]([C:14]([OH:41])=[O:15])[CH2:17]1)=[O:30])([CH3:33])([CH3:34])[CH3:35], predict the reactants needed to synthesize it. The reactants are: C([C@@H]1COC(=O)N1[C:14]([C@H:16]1[C@H:20]([C:21]2[CH:26]=[CH:25][C:24]([Cl:27])=[C:23]([Cl:28])[CH:22]=2)[CH2:19][N:18]([C:29]([O:31][C:32]([CH3:35])([CH3:34])[CH3:33])=[O:30])[CH2:17]1)=[O:15])C1C=CC=CC=1.[OH-].[Li+].C(O)(=O)CC(CC(O)=O)(C(O)=O)[OH:41]. (6) Given the product [Br:1][C:2]1[CH:7]=[C:6]([F:8])[C:5]([F:9])=[CH:4][C:3]=1[O:10][C@H:16]([CH2:11][CH:12]=[CH2:13])[CH3:15], predict the reactants needed to synthesize it. The reactants are: [Br:1][C:2]1[CH:7]=[C:6]([F:8])[C:5]([F:9])=[CH:4][C:3]=1[OH:10].[C:11]1(P([C:11]2[CH:16]=[CH:15]C=[CH:13][CH:12]=2)[C:11]2[CH:16]=[CH:15]C=[CH:13][CH:12]=2)[CH:16]=[CH:15]C=[CH:13][CH:12]=1.C[C@@H](O)CC=C.CC(OC(/N=N/C(OC(C)C)=O)=O)C. (7) Given the product [NH2:9][C:5]1[C:6]([F:8])=[CH:7][C:2]([Cl:1])=[C:3]([N:12]2[CH2:21][C:20]3[C:15](=[N:16][C:17]([S:22][CH3:23])=[N:18][CH:19]=3)[N:14]([CH3:24])[C:13]2=[O:25])[CH:4]=1, predict the reactants needed to synthesize it. The reactants are: [Cl:1][C:2]1[CH:7]=[C:6]([F:8])[C:5]([N+:9]([O-])=O)=[CH:4][C:3]=1[N:12]1[CH2:21][C:20]2[C:15](=[N:16][C:17]([S:22][CH3:23])=[N:18][CH:19]=2)[N:14]([CH3:24])[C:13]1=[O:25].Cl. (8) Given the product [Br:1][C:2]1[CH:3]=[CH:4][C:5]([C:8]([C:9]2[N:14]=[C:22]([CH3:23])[O:25][N:10]=2)([CH3:12])[CH3:11])=[CH:6][CH:7]=1, predict the reactants needed to synthesize it. The reactants are: [Br:1][C:2]1[CH:7]=[CH:6][C:5]([C:8]([CH3:12])([CH3:11])[C:9]#[N:10])=[CH:4][CH:3]=1.Cl.[NH2:14]O.C([O-])([O-])=O.[K+].[K+].[C:22]([O:25]C(=O)C)(=O)[CH3:23].